This data is from Full USPTO retrosynthesis dataset with 1.9M reactions from patents (1976-2016). The task is: Predict the reactants needed to synthesize the given product. (1) Given the product [C:1]([O:5][C:6](=[O:30])[N:7]([CH2:9][CH:10]1[CH2:19][CH:18]([OH:20])[C:17]2[C:12](=[CH:13][C:14]([S:21]([C:24]3[CH:29]=[CH:28][CH:27]=[CH:26][CH:25]=3)(=[O:23])=[O:22])=[CH:15][CH:16]=2)[O:11]1)[CH3:8])([CH3:4])([CH3:2])[CH3:3], predict the reactants needed to synthesize it. The reactants are: [C:1]([O:5][C:6](=[O:30])[N:7]([CH2:9][CH:10]1[CH2:19][C:18](=[O:20])[C:17]2[C:12](=[CH:13][C:14]([S:21]([C:24]3[CH:29]=[CH:28][CH:27]=[CH:26][CH:25]=3)(=[O:23])=[O:22])=[CH:15][CH:16]=2)[O:11]1)[CH3:8])([CH3:4])([CH3:3])[CH3:2]. (2) The reactants are: C(OC(=O)[NH:7][C:8]1[S:9][C:10]([C:34]2[CH:39]=[CH:38][CH:37]=[CH:36][N:35]=2)=[CH:11][C:12]=1[C:13]([N:15]1[CH2:20][CH2:19][CH:18]([N:21]2[CH2:33][CH2:32][CH2:31][C:23]3([C:27](=[O:28])[O:26][C:25]([CH3:30])([CH3:29])[CH2:24]3)[CH2:22]2)[CH2:17][CH2:16]1)=[O:14])(C)(C)C. Given the product [NH2:7][C:8]1[S:9][C:10]([C:34]2[CH:39]=[CH:38][CH:37]=[CH:36][N:35]=2)=[CH:11][C:12]=1[C:13]([N:15]1[CH2:20][CH2:19][CH:18]([N:21]2[CH2:33][CH2:32][CH2:31][C:23]3([C:27](=[O:28])[O:26][C:25]([CH3:30])([CH3:29])[CH2:24]3)[CH2:22]2)[CH2:17][CH2:16]1)=[O:14], predict the reactants needed to synthesize it. (3) The reactants are: [CH3:1][Mg]Cl.CON(C)[C:7]([CH:9]1[CH2:14][CH2:13][N:12]([C:15]([O:17][C:18]([CH3:21])([CH3:20])[CH3:19])=[O:16])[CH2:11][CH:10]1[CH3:22])=[O:8]. Given the product [C:7]([CH:9]1[CH2:14][CH2:13][N:12]([C:15]([O:17][C:18]([CH3:19])([CH3:20])[CH3:21])=[O:16])[CH2:11][CH:10]1[CH3:22])(=[O:8])[CH3:1], predict the reactants needed to synthesize it. (4) Given the product [O:18]1[C:19]2[C:14](=[CH:13][CH:12]=[C:11]([NH:10][C:2]3[N:7]=[C:6]([NH:10][C:11]4[CH:20]=[C:19]5[C:14]([CH:15]=[CH:16][C:17](=[O:21])[O:18]5)=[CH:13][CH:12]=4)[C:5]([F:9])=[CH:4][N:3]=3)[CH:20]=2)[CH:15]=[CH:16][C:17]1=[O:21], predict the reactants needed to synthesize it. The reactants are: Cl[C:2]1[N:7]=[C:6](Cl)[C:5]([F:9])=[CH:4][N:3]=1.[NH2:10][C:11]1[CH:20]=[C:19]2[C:14]([C:15](COC)=[CH:16][C:17](=[O:21])[O:18]2)=[CH:13][CH:12]=1.